From a dataset of Reaction yield outcomes from USPTO patents with 853,638 reactions. Predict the reaction yield, written as a fraction of the theoretical maximum amount of product (1.0 means a 100% yield; for example, 0.34 means a 34% yield). (1) The reactants are [OH:1][C:2]1[CH:7]=[CH:6][C:5]([N:8]2[C:13](=[O:14])[C:12]([CH2:15][C:16]3[CH:21]=[CH:20][C:19]([C:22]4[C:23]([C:28]#[N:29])=[CH:24][CH:25]=[CH:26][CH:27]=4)=[CH:18][CH:17]=3)=[C:11]([CH2:30][CH2:31][CH3:32])[N:10]=[C:9]2[CH3:33])=[CH:4][CH:3]=1.I[CH2:35][C:36]([CH3:39])([CH3:38])[CH3:37].[C:40](=[O:43])([O-])[O-:41].[Cs+].[Cs+].C(OCC)(=O)C.C[N:53](C)C=O. The catalyst is O. The product is [CH3:35][C:36]([CH3:39])([CH3:38])[CH2:37][O:1][C:2]1[CH:3]=[CH:4][C:5]([N:8]2[C:13](=[O:14])[C:12]([CH2:15][C:16]3[CH:21]=[CH:20][C:19]([C:22]4[CH:27]=[CH:26][CH:25]=[CH:24][C:23]=4[C:28]4[NH:53][C:40](=[O:43])[O:41][N:29]=4)=[CH:18][CH:17]=3)=[C:11]([CH2:30][CH2:31][CH3:32])[N:10]=[C:9]2[CH3:33])=[CH:6][CH:7]=1. The yield is 0.600. (2) The reactants are C[Si]([N-][Si](C)(C)C)(C)C.[K+].C1OCCOCCOCCOCCOCCOC1.[C:29]([O:33][C:34](=[O:52])[CH2:35]P(OC1C=CC=CC=1)(OC1C=CC=CC=1)=O)([CH3:32])([CH3:31])[CH3:30].[S:53]1[C:57]([CH:58]=O)=[CH:56][C:55]2[CH:60]=[CH:61][CH:62]=[CH:63][C:54]1=2. The catalyst is C1COCC1. The product is [C:29]([O:33][C:34](=[O:52])[CH:35]=[CH:58][C:57]1[S:53][C:54]2[CH:63]=[CH:62][CH:61]=[CH:60][C:55]=2[CH:56]=1)([CH3:32])([CH3:31])[CH3:30]. The yield is 0.740.